This data is from Peptide-MHC class II binding affinity with 134,281 pairs from IEDB. The task is: Regression. Given a peptide amino acid sequence and an MHC pseudo amino acid sequence, predict their binding affinity value. This is MHC class II binding data. (1) The peptide sequence is AEKFKEDVINDFVSS. The MHC is HLA-DQA10501-DQB10201 with pseudo-sequence HLA-DQA10501-DQB10201. The binding affinity (normalized) is 0.331. (2) The MHC is DRB1_1101 with pseudo-sequence DRB1_1101. The peptide sequence is KMIGGIGGFIKVRQYDQITI. The binding affinity (normalized) is 0.438. (3) The peptide sequence is VKITDKNYEHIAAYH. The MHC is DRB4_0101 with pseudo-sequence DRB4_0103. The binding affinity (normalized) is 0.233.